This data is from Reaction yield outcomes from USPTO patents with 853,638 reactions. The task is: Predict the reaction yield, written as a fraction of the theoretical maximum amount of product (1.0 means a 100% yield; for example, 0.34 means a 34% yield). (1) The reactants are [F:1][CH:2]([C:10]1[CH:15]=[CH:14][CH:13]=[CH:12][C:11]=1[F:16])[CH2:3][CH:4]1[CH2:9][CH2:8][NH:7][CH2:6][CH2:5]1.C([O:21][C:22]1[C:23]([CH:28]=O)=[N:24][CH:25]=[CH:26][N:27]=1)(C)(C)C.C(O[BH-](OC(=O)C)OC(=O)C)(=O)C.[Na+].[OH-].[Na+]. The catalyst is O1CCCC1.C(OCC)(=O)C. The product is [F:1][CH:2]([C:10]1[CH:15]=[CH:14][CH:13]=[CH:12][C:11]=1[F:16])[CH2:3][CH:4]1[CH2:5][CH2:6][N:7]([CH2:28][C:23]2[C:22](=[O:21])[NH:27][CH:26]=[CH:25][N:24]=2)[CH2:8][CH2:9]1. The yield is 0.0500. (2) The reactants are [N-:1]=[N+:2]=[N-:3].[Na+].[CH3:5][S:6]([O:9][CH2:10][CH2:11][O:12][CH2:13][CH2:14][O:15][CH2:16][CH2:17][O:18][CH2:19][CH2:20]OS(C)(=O)=O)(=[O:8])=[O:7].C(O)C. The catalyst is O. The product is [CH3:5][S:6]([O:9][CH2:10][CH2:11][O:12][CH2:13][CH2:14][O:15][CH2:16][CH2:17][O:18][CH2:19][CH2:20][N:1]=[N+:2]=[N-:3])(=[O:8])=[O:7]. The yield is 0.470. (3) The reactants are [NH2:1][C:2]1[N:10]=[CH:9][N:8]=[C:7]2[C:3]=1[N:4]=[CH:5][N:6]2[C@H:11]1[CH:18]2[C@H:14]([O:15]C(C)(C)[O:17]2)[C@@H:13]([CH2:21][N:22]([CH:41]([CH3:43])[CH3:42])[CH2:23][CH2:24][CH2:25][CH2:26][NH:27][C:28]2[NH:32][C:31]3[CH:33]=[CH:34][C:35]([C:37]([CH3:40])([CH3:39])[CH3:38])=[CH:36][C:30]=3[N:29]=2)[O:12]1. The catalyst is Cl.CO. The product is [NH2:1][C:2]1[N:10]=[CH:9][N:8]=[C:7]2[C:3]=1[N:4]=[CH:5][N:6]2[C@H:11]1[C@H:18]([OH:17])[C@H:14]([OH:15])[C@@H:13]([CH2:21][N:22]([CH2:23][CH2:24][CH2:25][CH2:26][NH:27][C:28]2[NH:32][C:31]3[CH:33]=[CH:34][C:35]([C:37]([CH3:39])([CH3:38])[CH3:40])=[CH:36][C:30]=3[N:29]=2)[CH:41]([CH3:43])[CH3:42])[O:12]1. The yield is 0.490.